From a dataset of Catalyst prediction with 721,799 reactions and 888 catalyst types from USPTO. Predict which catalyst facilitates the given reaction. (1) Reactant: [CH2:1]([N:8]1[CH2:13][CH2:12][C:11]([NH:17][C:18]2[CH:23]=[CH:22][C:21]([Cl:24])=[CH:20][CH:19]=2)([C:14](N)=[O:15])[CH2:10][CH2:9]1)[C:2]1[CH:7]=[CH:6][CH:5]=[CH:4][CH:3]=1.C1(C)C(S(O)(=O)=O)=CC=CC=1.[OH-:36].[NH4+].[CH3:38]O. Product: [CH3:38][O:36][C:14]([C:11]1([NH:17][C:18]2[CH:19]=[CH:20][C:21]([Cl:24])=[CH:22][CH:23]=2)[CH2:12][CH2:13][N:8]([CH2:1][C:2]2[CH:3]=[CH:4][CH:5]=[CH:6][CH:7]=2)[CH2:9][CH2:10]1)=[O:15]. The catalyst class is: 6. (2) Reactant: [CH3:1][C:2]1[CH:7]=[CH:6][C:5]([N+:8]([O-:10])=[O:9])=[CH:4][C:3]=1[NH:11][C:12]1[N:17]=[C:16]([C:18]2[CH:19]=[N:20][CH:21]=[CH:22][CH:23]=2)[C:15]([C:24]([O:26]CC)=[O:25])=[CH:14][N:13]=1.C(=O)([O-])[O-].[Na+].[Na+].O. Product: [CH3:1][C:2]1[CH:7]=[CH:6][C:5]([N+:8]([O-:10])=[O:9])=[CH:4][C:3]=1[NH:11][C:12]1[N:17]=[C:16]([C:18]2[CH:19]=[N:20][CH:21]=[CH:22][CH:23]=2)[C:15]([C:24]([OH:26])=[O:25])=[CH:14][N:13]=1. The catalyst class is: 8.